Dataset: Forward reaction prediction with 1.9M reactions from USPTO patents (1976-2016). Task: Predict the product of the given reaction. (1) Given the reactants C[Zn]C.[CH2:4]([Mg]Br)[CH:5]([CH3:7])[CH3:6].[F:10][C:11]([F:33])([F:32])[C:12]1[CH:17]=[CH:16][C:15]([C:18]2[N:23]=[CH:22][C:21](/[CH:24]=[N:25]/[S@:26]([C:28]([CH3:31])([CH3:30])[CH3:29])=[O:27])=[CH:20][N:19]=2)=[CH:14][CH:13]=1, predict the reaction product. The product is: [CH3:6][CH:5]([CH3:7])[CH2:4][C@H:24]([NH:25][S@:26]([C:28]([CH3:31])([CH3:30])[CH3:29])=[O:27])[C:21]1[CH:22]=[N:23][C:18]([C:15]2[CH:16]=[CH:17][C:12]([C:11]([F:33])([F:32])[F:10])=[CH:13][CH:14]=2)=[N:19][CH:20]=1. (2) Given the reactants [CH2:1]([O:8][CH2:9][CH2:10][C@H:11]([C:20]([O:22]C(C)C)=[O:21])[C@@H:12]([OH:19])[C:13]([O:15]C(C)C)=[O:14])[C:2]1[CH:7]=[CH:6][CH:5]=[CH:4][CH:3]=1.[OH-].[K+], predict the reaction product. The product is: [C:20]([C@@H:11]([CH2:10][CH2:9][O:8][CH2:1][C:2]1[CH:3]=[CH:4][CH:5]=[CH:6][CH:7]=1)[C@@H:12]([OH:19])[C:13]([OH:15])=[O:14])([OH:22])=[O:21]. (3) The product is: [CH2:15]([N:22]1[CH2:26][CH2:25][C:24]([NH:27][CH2:12][C:4]2[C:3](=[O:14])[N:2]([CH3:1])[C:11]3[C:6]([CH:5]=2)=[CH:7][CH:8]=[CH:9][CH:10]=3)([CH3:28])[CH2:23]1)[C:16]1[CH:17]=[CH:18][CH:19]=[CH:20][CH:21]=1. Given the reactants [CH3:1][N:2]1[C:11]2[C:6](=[CH:7][CH:8]=[CH:9][CH:10]=2)[CH:5]=[C:4]([CH:12]=O)[C:3]1=[O:14].[CH2:15]([N:22]1[CH2:26][CH2:25][C:24]([CH3:28])([NH2:27])[CH2:23]1)[C:16]1[CH:21]=[CH:20][CH:19]=[CH:18][CH:17]=1.C(O)(=O)C.C(O[BH-](OC(=O)C)OC(=O)C)(=O)C.[Na+], predict the reaction product. (4) Given the reactants C([O:6][CH2:7][C@@:8]([OH:22])([CH2:13][NH:14][CH2:15][C:16]1[CH:21]=[CH:20][CH:19]=[CH:18][CH:17]=1)[C:9]([F:12])([F:11])[F:10])(=O)CCC.C(O)C, predict the reaction product. The product is: [F:10][C:9]([F:11])([F:12])[C@@:8]([CH2:13][NH:14][CH2:15][C:16]1[CH:21]=[CH:20][CH:19]=[CH:18][CH:17]=1)([OH:22])[CH2:7][OH:6]. (5) Given the reactants C(OC(=O)[NH:7][CH2:8][C@H:9]1[CH2:14][CH2:13][C@@H:12]([CH2:15][NH:16][C:17]2[N:22]=[C:21]([C:23]3[S:27][C:26]4[CH:28]=[CH:29][CH:30]=[CH:31][C:25]=4[CH:24]=3)[CH:20]=[CH:19][N:18]=2)[CH2:11][CH2:10]1)(C)(C)C.Cl, predict the reaction product. The product is: [NH2:7][CH2:8][C@@H:9]1[CH2:14][CH2:13][C@H:12]([CH2:15][NH:16][C:17]2[N:22]=[C:21]([C:23]3[S:27][C:26]4[CH:28]=[CH:29][CH:30]=[CH:31][C:25]=4[CH:24]=3)[CH:20]=[CH:19][N:18]=2)[CH2:11][CH2:10]1. (6) Given the reactants [NH2:1][C:2]1[S:3][CH:4]=[C:5]([CH2:7][C:8]([O:10][CH2:11][CH3:12])=[O:9])[N:6]=1.[CH:13]([C:16]1[CH:21]=[CH:20][C:19]([S:22](Cl)(=[O:24])=[O:23])=[CH:18][CH:17]=1)([CH3:15])[CH3:14], predict the reaction product. The product is: [CH:13]([C:16]1[CH:21]=[CH:20][C:19]([S:22]([NH:1][C:2]2[S:3][CH:4]=[C:5]([CH2:7][C:8]([O:10][CH2:11][CH3:12])=[O:9])[N:6]=2)(=[O:24])=[O:23])=[CH:18][CH:17]=1)([CH3:15])[CH3:14]. (7) Given the reactants [CH2:1]([O:3][C:4]1[CH:9]=[CH:8][C:7]([C:10]#[C:11][C:12]([NH2:14])=[O:13])=[CH:6][CH:5]=1)[CH3:2].[CH3:15][CH2:16][CH2:17][CH2:18][SnH:19]([CH2:24][CH2:25][CH2:26][CH3:27])[CH2:20][CH2:21][CH2:22][CH3:23], predict the reaction product. The product is: [CH2:1]([O:3][C:4]1[CH:9]=[CH:8][C:7](/[CH:10]=[C:11](/[Sn:19]([CH2:20][CH2:21][CH2:22][CH3:23])([CH2:24][CH2:25][CH2:26][CH3:27])[CH2:18][CH2:17][CH2:16][CH3:15])\[C:12]([NH2:14])=[O:13])=[CH:6][CH:5]=1)[CH3:2].